From a dataset of Peptide-MHC class I binding affinity with 185,985 pairs from IEDB/IMGT. Regression. Given a peptide amino acid sequence and an MHC pseudo amino acid sequence, predict their binding affinity value. This is MHC class I binding data. (1) The peptide sequence is GALPQGMVL. The MHC is H-2-Db with pseudo-sequence H-2-Db. The binding affinity (normalized) is 0. (2) The peptide sequence is ERNPYENIL. The MHC is HLA-B27:05 with pseudo-sequence HLA-B27:05. The binding affinity (normalized) is 0.0847.